This data is from Merck oncology drug combination screen with 23,052 pairs across 39 cell lines. The task is: Regression. Given two drug SMILES strings and cell line genomic features, predict the synergy score measuring deviation from expected non-interaction effect. (1) Drug 1: COc1cccc2c1C(=O)c1c(O)c3c(c(O)c1C2=O)CC(O)(C(=O)CO)CC3OC1CC(N)C(O)C(C)O1. Drug 2: C=CCn1c(=O)c2cnc(Nc3ccc(N4CCN(C)CC4)cc3)nc2n1-c1cccc(C(C)(C)O)n1. Cell line: LNCAP. Synergy scores: synergy=16.9. (2) Drug 2: NC(=O)c1cccc2cn(-c3ccc(C4CCCNC4)cc3)nc12. Synergy scores: synergy=-11.7. Cell line: A375. Drug 1: CN1C(=O)C=CC2(C)C3CCC4(C)C(NC(=O)OCC(F)(F)F)CCC4C3CCC12.